From a dataset of Reaction yield outcomes from USPTO patents with 853,638 reactions. Predict the reaction yield, written as a fraction of the theoretical maximum amount of product (1.0 means a 100% yield; for example, 0.34 means a 34% yield). (1) The reactants are [C:1](N1C=CN=C1)([N:3]1[CH:7]=[CH:6][N:5]=[CH:4]1)=[O:2].[N:13]1([CH2:19][CH2:20][OH:21])[CH2:18][CH2:17][O:16][CH2:15][CH2:14]1.CCOCC. The catalyst is C(Cl)Cl. The product is [N:3]1([C:1]([O:21][CH2:20][CH2:19][N:13]2[CH2:18][CH2:17][O:16][CH2:15][CH2:14]2)=[O:2])[CH:7]=[CH:6][N:5]=[CH:4]1. The yield is 0.700. (2) The reactants are Cl[CH2:2][CH2:3][CH2:4][O:5][C:6]1[C:14]2[C:9](=[N:10][CH:11]=[N:12][C:13]=2[NH:15][C:16]2[CH:21]=[CH:20][C:19]([O:22][CH2:23][C:24]3[CH:29]=[CH:28][CH:27]=[CH:26][N:25]=3)=[C:18]([Cl:30])[CH:17]=2)[NH:8][N:7]=1.[NH:31]1[CH2:35][CH2:34][CH2:33][C@@H:32]1[CH2:36][OH:37]. No catalyst specified. The product is [Cl:30][C:18]1[CH:17]=[C:16]([NH:15][C:13]2[N:12]=[CH:11][N:10]=[C:9]3[NH:8][N:7]=[C:6]([O:5][CH2:4][CH2:3][CH2:2][N:31]4[CH2:35][CH2:34][CH2:33][C@@H:32]4[CH2:36][OH:37])[C:14]=23)[CH:21]=[CH:20][C:19]=1[O:22][CH2:23][C:24]1[CH:29]=[CH:28][CH:27]=[CH:26][N:25]=1. The yield is 0.140.